Dataset: Reaction yield outcomes from USPTO patents with 853,638 reactions. Task: Predict the reaction yield, written as a fraction of the theoretical maximum amount of product (1.0 means a 100% yield; for example, 0.34 means a 34% yield). The catalyst is C(#N)C. The yield is 0.660. The product is [Br:13][CH2:12][C:11]1[C:2]([Cl:1])=[C:3]([CH:8]=[CH:9][CH:10]=1)[C:4]([O:6][CH3:7])=[O:5]. The reactants are [Cl:1][C:2]1[C:11]([CH3:12])=[CH:10][CH:9]=[CH:8][C:3]=1[C:4]([O:6][CH3:7])=[O:5].[Br:13]N1C(=O)CCC1=O.N(/C(C)(C)C#N)=N\C(C)(C)C#N.